This data is from Forward reaction prediction with 1.9M reactions from USPTO patents (1976-2016). The task is: Predict the product of the given reaction. (1) Given the reactants [C:1]([C:5]1[CH:6]=[C:7]([NH:16][C:17]([NH:19][C:20]2[C:29]3[C:24](=[CH:25][CH:26]=[CH:27][CH:28]=3)[C:23]([O:30][C:31]3[CH:36]=[CH:35][N:34]=[C:33]([NH:37][C:38]4[CH:43]=[C:42]([O:44][CH2:45][CH2:46][O:47][CH2:48][CH2:49][O:50][CH2:51][CH2:52][O:53][CH3:54])[CH:41]=[C:40]([O:55][CH3:56])[CH:39]=4)[N:32]=3)=[CH:22][CH:21]=2)=[O:18])[C:8]([O:14][CH3:15])=[C:9]([CH:13]=1)[C:10](O)=[O:11])([CH3:4])([CH3:3])[CH3:2].[O:57]1[CH2:60][CH:59]([NH2:61])[CH2:58]1.C(N(CC)CC)C.C(P1(=O)OP(CCC)(=O)OP(CCC)(=O)O1)CC.CCOC(C)=O, predict the reaction product. The product is: [C:1]([C:5]1[CH:6]=[C:7]([NH:16][C:17]([NH:19][C:20]2[C:29]3[C:24](=[CH:25][CH:26]=[CH:27][CH:28]=3)[C:23]([O:30][C:31]3[CH:36]=[CH:35][N:34]=[C:33]([NH:37][C:38]4[CH:43]=[C:42]([O:44][CH2:45][CH2:46][O:47][CH2:48][CH2:49][O:50][CH2:51][CH2:52][O:53][CH3:54])[CH:41]=[C:40]([O:55][CH3:56])[CH:39]=4)[N:32]=3)=[CH:22][CH:21]=2)=[O:18])[C:8]([O:14][CH3:15])=[C:9]([CH:13]=1)[C:10]([NH:61][CH:59]1[CH2:60][O:57][CH2:58]1)=[O:11])([CH3:4])([CH3:2])[CH3:3]. (2) Given the reactants C(=O)([O-])[O-].[K+].[K+].I[CH2:8][CH3:9].[C:10]([C:14]1[C:15]([Cl:22])=[CH:16][C:17]([I:21])=[C:18]([OH:20])[CH:19]=1)([CH3:13])([CH3:12])[CH3:11], predict the reaction product. The product is: [C:10]([C:14]1[C:15]([Cl:22])=[CH:16][C:17]([I:21])=[C:18]([O:20][CH2:8][CH3:9])[CH:19]=1)([CH3:13])([CH3:11])[CH3:12]. (3) Given the reactants [C:1]([N:8]1[CH2:12][CH2:11][C@@H:10]([OH:13])[CH2:9]1)([O:3][C:4]([CH3:7])([CH3:6])[CH3:5])=[O:2].CC(OI1(OC(C)=O)(OC(C)=O)OC(=O)C2C=CC=CC1=2)=O, predict the reaction product. The product is: [C:1]([N:8]1[CH2:12][CH2:11][C:10](=[O:13])[CH2:9]1)([O:3][C:4]([CH3:7])([CH3:6])[CH3:5])=[O:2]. (4) The product is: [N:9]1[CH:10]=[CH:11][C:6]([CH2:5][C:4](=[O:12])[CH3:14])=[CH:7][CH:8]=1. Given the reactants CON(C)[C:4](=[O:12])[CH2:5][C:6]1[CH:11]=[CH:10][N:9]=[CH:8][CH:7]=1.[CH3:14][Mg+].[Br-], predict the reaction product. (5) The product is: [F:25][C:23]([F:24])([F:26])[S:20]([NH:19][C:18]1[C:9]([O:8][CH2:7][C:6]([OH:27])=[O:5])=[CH:10][C:11]2[C:16]([CH:17]=1)=[CH:15][CH:14]=[CH:13][CH:12]=2)(=[O:21])=[O:22]. Given the reactants C([O:5][C:6](=[O:27])[CH2:7][O:8][C:9]1[C:18]([NH:19][S:20]([C:23]([F:26])([F:25])[F:24])(=[O:22])=[O:21])=[CH:17][C:16]2[C:11](=[CH:12][CH:13]=[CH:14][CH:15]=2)[CH:10]=1)(C)(C)C.C1(OC)C=CC=CC=1.O.FC(F)(F)C(O)=O, predict the reaction product.